This data is from Full USPTO retrosynthesis dataset with 1.9M reactions from patents (1976-2016). The task is: Predict the reactants needed to synthesize the given product. (1) Given the product [CH:1]([C:4]1[CH:5]=[C:6]([CH:9]=[C:10]([CH:14]([CH3:16])[CH3:15])[C:11]=1[O:12][CH3:13])[CH:7]=[C:22]1[C:21]2[C:25](=[CH:26][C:18]([OH:17])=[CH:19][CH:20]=2)[NH:24][C:23]1=[O:27])([CH3:3])[CH3:2], predict the reactants needed to synthesize it. The reactants are: [CH:1]([C:4]1[CH:5]=[C:6]([CH:9]=[C:10]([CH:14]([CH3:16])[CH3:15])[C:11]=1[O:12][CH3:13])[CH:7]=O)([CH3:3])[CH3:2].[OH:17][C:18]1[CH:26]=[C:25]2[C:21]([CH2:22][C:23](=[O:27])[NH:24]2)=[CH:20][CH:19]=1. (2) Given the product [BrH:17].[C:33]1([S:30]([N:27]2[C:28]3[C:24](=[CH:23][CH:22]=[C:21]([C:19]4[N:15]=[C:12]5[CH:11]=[CH:10][C:9]([B:4]6[O:3][C:2]([CH3:16])([CH3:1])[C:6]([CH3:7])([CH3:8])[O:5]6)=[CH:14][N:13]5[CH:18]=4)[CH:29]=3)[CH:25]=[CH:26]2)(=[O:32])=[O:31])[CH:38]=[CH:37][CH:36]=[CH:35][CH:34]=1, predict the reactants needed to synthesize it. The reactants are: [CH3:1][C:2]1([CH3:16])[C:6]([CH3:8])([CH3:7])[O:5][B:4]([C:9]2[CH:10]=[CH:11][C:12]([NH2:15])=[N:13][CH:14]=2)[O:3]1.[Br:17][CH2:18][C:19]([C:21]1[CH:29]=[C:28]2[C:24]([CH:25]=[CH:26][N:27]2[S:30]([C:33]2[CH:38]=[CH:37][CH:36]=[CH:35][CH:34]=2)(=[O:32])=[O:31])=[CH:23][CH:22]=1)=O.